From a dataset of Reaction yield outcomes from USPTO patents with 853,638 reactions. Predict the reaction yield, written as a fraction of the theoretical maximum amount of product (1.0 means a 100% yield; for example, 0.34 means a 34% yield). (1) The reactants are [N:1]1([CH2:7][CH2:8][CH2:9][O:10][C:11]2[CH:16]=[CH:15][C:14]([N:17]3[CH2:22][CH2:21][N:20]([C:23]([N:25]4[CH2:30][CH2:29][N:28](C(OC(C)(C)C)=O)[CH2:27][CH2:26]4)=[O:24])[CH2:19][CH2:18]3)=[CH:13][CH:12]=2)[CH2:6][CH2:5][CH2:4][CH2:3][CH2:2]1. The yield is 0.940. The catalyst is FC(F)(F)C(O)=O.ClCCl. The product is [N:25]1([C:23]([N:20]2[CH2:21][CH2:22][N:17]([C:14]3[CH:13]=[CH:12][C:11]([O:10][CH2:9][CH2:8][CH2:7][N:1]4[CH2:2][CH2:3][CH2:4][CH2:5][CH2:6]4)=[CH:16][CH:15]=3)[CH2:18][CH2:19]2)=[O:24])[CH2:26][CH2:27][NH:28][CH2:29][CH2:30]1. (2) The reactants are [H-].[Na+].[Cl:3][C:4]1[CH:9]=[CH:8][C:7]([C@:10]23[O:27][C@@:14]4([CH2:17][O:18][CH:19]([C:21]5[CH:26]=[CH:25][CH:24]=[CH:23][CH:22]=5)[O:20][C@H:13]4[C@H:12]([OH:28])[C@H:11]2[OH:29])[CH2:15][O:16]3)=[CH:6][C:5]=1[CH2:30][C:31]1[CH:36]=[CH:35][C:34]([O:37][CH2:38][CH3:39])=[CH:33][CH:32]=1.[CH2:40](Br)[C:41]1[CH:46]=[CH:45][CH:44]=[CH:43][CH:42]=1. The catalyst is O1CCCC1.[I-].C([N+](CCCC)(CCCC)CCCC)CCC. The product is [CH2:40]([O:29][C@H:11]1[C@:10]2([C:7]3[CH:8]=[CH:9][C:4]([Cl:3])=[C:5]([CH2:30][C:31]4[CH:32]=[CH:33][C:34]([O:37][CH2:38][CH3:39])=[CH:35][CH:36]=4)[CH:6]=3)[O:27][C@@:14]3([CH2:17][O:18][CH:19]([C:21]4[CH:22]=[CH:23][CH:24]=[CH:25][CH:26]=4)[O:20][C@H:13]3[C@@H:12]1[O:28][CH2:30][C:5]1[CH:6]=[CH:7][CH:8]=[CH:9][CH:4]=1)[CH2:15][O:16]2)[C:41]1[CH:46]=[CH:45][CH:44]=[CH:43][CH:42]=1. The yield is 0.914. (3) The reactants are C(OC([NH:8][CH:9]([C:24]1[CH:29]=[CH:28][CH:27]=[CH:26][CH:25]=1)[C:10]1[CH:11]=[CH:12][C:13]([P:16](=[O:23])([O:20][CH2:21][CH3:22])[O:17][CH2:18][CH3:19])=[N:14][CH:15]=1)=O)(C)(C)C. The catalyst is Cl.O1CCOCC1. The product is [NH2:8][CH:9]([C:24]1[CH:25]=[CH:26][CH:27]=[CH:28][CH:29]=1)[C:10]1[CH:11]=[CH:12][C:13]([P:16](=[O:23])([O:20][CH2:21][CH3:22])[O:17][CH2:18][CH3:19])=[N:14][CH:15]=1. The yield is 0.580. (4) The reactants are [CH3:1][O:2][C:3](=[O:12])[C:4]1[CH:9]=[C:8]([F:10])[CH:7]=[CH:6][C:5]=1[NH2:11].[Br:13][C:14]1[CH:15]=[C:16]([CH:19]=[CH:20][CH:21]=1)[CH:17]=O. The catalyst is C(O)C. The product is [CH3:1][O:2][C:3](=[O:12])[C:4]1[CH:9]=[C:8]([F:10])[CH:7]=[CH:6][C:5]=1[N:11]=[CH:17][C:16]1[CH:19]=[CH:20][CH:21]=[C:14]([Br:13])[CH:15]=1. The yield is 0.520. (5) The reactants are [CH3:1][C:2]12[CH2:22][CH:6]([N:7]([C:9]([C:11]3[CH:16]=[CH:15][C:14]([NH:17][CH2:18][C:19](O)=O)=[CH:13][CH:12]=3)=[O:10])[CH2:8]1)[CH2:5][C:4]([CH3:24])([CH3:23])[CH2:3]2.[C:25]([O:29][CH3:30])(=[O:28])[CH:26]=[CH2:27].C=O.O. The catalyst is C1(C)C=CC=CC=1. The product is [CH3:30][O:29][C:25]([CH:26]1[CH2:19][CH2:18][N:17]([C:14]2[CH:13]=[CH:12][C:11]([C:9]([N:7]3[CH2:8][C:2]4([CH3:1])[CH2:22][CH:6]3[CH2:5][C:4]([CH3:23])([CH3:24])[CH2:3]4)=[O:10])=[CH:16][CH:15]=2)[CH2:27]1)=[O:28]. The yield is 0.520. (6) The reactants are C[Al](C)C.[F:5][C:6]([F:10])([F:9])[CH2:7][NH2:8].C[O:12][C:13](=O)[C:14]1[CH:19]=[CH:18][C:17]([O:20][CH2:21][C:22]2[C:23]([C:28]3[CH:33]=[CH:32][C:31]([Cl:34])=[CH:30][CH:29]=3)=[N:24][O:25][C:26]=2[CH3:27])=[N:16][CH:15]=1.O. The catalyst is O1CCOCC1. The product is [Cl:34][C:31]1[CH:30]=[CH:29][C:28]([C:23]2[C:22]([CH2:21][O:20][C:17]3[CH:18]=[CH:19][C:14]([C:13]([NH:8][CH2:7][C:6]([F:10])([F:9])[F:5])=[O:12])=[CH:15][N:16]=3)=[C:26]([CH3:27])[O:25][N:24]=2)=[CH:33][CH:32]=1. The yield is 0.770. (7) The reactants are [Cl:1][C:2]1[CH:22]=[C:21]([Cl:23])[CH:20]=[CH:19][C:3]=1[CH2:4][N:5]1[C:9]([CH2:10][CH2:11][C:12]([OH:14])=O)=[CH:8][C:7]([O:15][CH:16]([CH3:18])[CH3:17])=[N:6]1.[CH2:24]([S:28]([NH2:31])(=[O:30])=[O:29])[CH2:25][CH2:26][CH3:27].N12CCCN=C1CCCCC2. The catalyst is O1CCCC1. The product is [CH2:24]([S:28]([NH:31][C:12](=[O:14])[CH2:11][CH2:10][C:9]1[N:5]([CH2:4][C:3]2[CH:19]=[CH:20][C:21]([Cl:23])=[CH:22][C:2]=2[Cl:1])[N:6]=[C:7]([O:15][CH:16]([CH3:18])[CH3:17])[CH:8]=1)(=[O:30])=[O:29])[CH2:25][CH2:26][CH3:27]. The yield is 0.660. (8) The reactants are [CH3:1][NH:2][CH:3]1[CH2:8][CH2:7][CH2:6][CH:5]([C:9]2[C:17]3[C:12](=[CH:13][CH:14]=[C:15]([NH:18][C:19]([C:21]4[S:22][CH:23]=[CH:24][CH:25]=4)=[NH:20])[CH:16]=3)[NH:11][CH:10]=2)[CH2:4]1.[ClH:26]. The catalyst is CO. The product is [ClH:26].[ClH:26].[CH3:1][NH:2][CH:3]1[CH2:8][CH2:7][CH2:6][CH:5]([C:9]2[C:17]3[C:12](=[CH:13][CH:14]=[C:15]([NH:18][C:19]([C:21]4[S:22][CH:23]=[CH:24][CH:25]=4)=[NH:20])[CH:16]=3)[NH:11][CH:10]=2)[CH2:4]1. The yield is 0.970.